From a dataset of Catalyst prediction with 721,799 reactions and 888 catalyst types from USPTO. Predict which catalyst facilitates the given reaction. (1) Reactant: [CH3:1][C:2]1[N:7]=[C:6]([C:8]2[CH:13]=[CH:12][CH:11]=[C:10]([C:14]3[CH:15]=[C:16]([S:20]([NH2:23])(=[O:22])=[O:21])[CH:17]=[CH:18][CH:19]=3)[N:9]=2)[CH:5]=[C:4]([C:24]2[CH:29]=[CH:28][C:27]([C:30]([F:33])([F:32])[F:31])=[CH:26][CH:25]=2)[CH:3]=1.[C:34](O[C:34](=[O:38])[CH2:35][CH2:36][CH3:37])(=[O:38])[CH2:35][CH2:36][CH3:37]. Product: [C:34]([NH:23][S:20]([C:16]1[CH:17]=[CH:18][CH:19]=[C:14]([C:10]2[N:9]=[C:8]([C:6]3[CH:5]=[C:4]([C:24]4[CH:29]=[CH:28][C:27]([C:30]([F:33])([F:31])[F:32])=[CH:26][CH:25]=4)[CH:3]=[C:2]([CH3:1])[N:7]=3)[CH:13]=[CH:12][CH:11]=2)[CH:15]=1)(=[O:21])=[O:22])(=[O:38])[CH2:35][CH2:36][CH3:37]. The catalyst class is: 194. (2) Reactant: II.C(Cl)Cl.[NH:6]1[CH:10]=[CH:9]N=[CH:7]1.[I:11][C:12]1[CH:17]=[CH:16][C:15]([C@H:18]([N:20]2[C:24]([C:25]([OH:27])=O)=[CH:23][N:22]=[CH:21]2)[CH3:19])=[CH:14][CH:13]=1.C(NC)C. Product: [CH2:10]([N:6]([CH3:7])[C:25]([C:24]1[N:20]([C@@H:18]([C:15]2[CH:14]=[CH:13][C:12]([I:11])=[CH:17][CH:16]=2)[CH3:19])[CH:21]=[N:22][CH:23]=1)=[O:27])[CH3:9]. The catalyst class is: 22. (3) Reactant: [CH3:1][O:2][Si:3]([O:8][CH3:9])([O:6][CH3:7])[O:4][CH3:5].C(OCCC[Si](OC)(OC)OC)C1OC1.[CH3:25][Si:26]([CH3:33])([O:30][CH2:31][CH3:32])[O:27][CH2:28][CH3:29]. Product: [CH3:1][O:2][Si:3]([O:8][CH3:9])([O:6][CH3:7])[O:4][CH3:5].[CH3:25][Si:26]([CH3:33])([O:30][CH2:31][CH3:32])[O:27][CH2:28][CH3:29]. The catalyst class is: 15. (4) Reactant: Cl[CH2:2][CH:3]1[O:7][C:6](=[O:8])[NH:5][CH2:4]1.[N-:9]=[N+:10]=[N-:11].[Na+]. Product: [N:9]([CH2:2][CH:3]1[O:7][C:6](=[O:8])[NH:5][CH2:4]1)=[N+:10]=[N-:11]. The catalyst class is: 18. (5) Reactant: [Br:1][C:2]1[CH:3]=[C:4]2[C:12](=[C:13]([C:15](=[O:17])[NH2:16])[CH:14]=1)[N:11]([CH2:18][CH:19]1[CH2:21][CH2:20]1)[C:10]1[CH:9]=[C:8]([C:22]([O:24]CC)=[O:23])[CH:7]=[CH:6][C:5]2=1.CO.[OH-].[Na+]. Product: [Br:1][C:2]1[CH:3]=[C:4]2[C:12](=[C:13]([C:15](=[O:17])[NH2:16])[CH:14]=1)[N:11]([CH2:18][CH:19]1[CH2:21][CH2:20]1)[C:10]1[CH:9]=[C:8]([C:22]([OH:24])=[O:23])[CH:7]=[CH:6][C:5]2=1. The catalyst class is: 1. (6) Reactant: [CH3:1][O:2][C:3]([C:5]12[CH2:14][CH:9]3[CH2:10][CH:11]([CH2:13][CH:7]([C:8]3=O)[CH2:6]1)[CH2:12]2)=[O:4].C([O-])=O.[NH4+:19]. Product: [CH3:1][O:2][C:3]([C:5]12[CH2:14][CH:9]3[CH2:10][CH:11]([CH2:13][CH:7]([CH:8]3[NH2:19])[CH2:6]1)[CH2:12]2)=[O:4]. The catalyst class is: 19. (7) Reactant: C[Al](C)C.C[Si]([N:9]=[N+:10]=[N-:11])(C)C.[NH2:12][C:13]1[C:18]2[C:19](=[O:39])[N:20]([C:24]3[CH:29]=[CH:28][C:27]([C@H:30]4[CH2:35][CH2:34][C@H:33]([CH2:36][C:37]#[N:38])[CH2:32][CH2:31]4)=[CH:26][CH:25]=3)[CH2:21][CH2:22][O:23][C:17]=2[N:16]=[CH:15][N:14]=1. Product: [NH2:12][C:13]1[C:18]2[C:19](=[O:39])[N:20]([C:24]3[CH:25]=[CH:26][C:27]([CH:30]4[CH2:31][CH2:32][CH:33]([CH2:36][C:37]5[NH:38][N:11]=[N:10][N:9]=5)[CH2:34][CH2:35]4)=[CH:28][CH:29]=3)[CH2:21][CH2:22][O:23][C:17]=2[N:16]=[CH:15][N:14]=1. The catalyst class is: 11. (8) The catalyst class is: 1. Product: [C:11]([O:15][C:16]([N:18]1[CH2:19][CH2:20][N:21]([C:24]([CH3:26])([CH3:25])[C:27](=[O:28])[N:1]2[CH2:5][CH2:4][CH2:3][CH2:2]2)[CH2:22][CH2:23]1)=[O:17])([CH3:14])([CH3:13])[CH3:12]. Reactant: [NH:1]1[CH2:5][CH2:4][CH2:3][CH2:2]1.[Li]CCCC.[C:11]([O:15][C:16]([N:18]1[CH2:23][CH2:22][N:21]([C:24]([C:27](OCC)=[O:28])([CH3:26])[CH3:25])[CH2:20][CH2:19]1)=[O:17])([CH3:14])([CH3:13])[CH3:12]. (9) Reactant: I[C:2]1[CH:7]=[CH:6][C:5]([S:8]([NH:11][C:12]2[S:13][CH:14]=[CH:15][N:16]=2)(=[O:10])=[O:9])=[CH:4][CH:3]=1.[CH3:17][C:18]1(C)[C:31]2C=CC=C(P(C3C=CC=CC=3)C3C=CC=CC=3)C=2OC2[C:19]1=CC=CC=2P(C1C=CC=CC=1)C1C=CC=CC=1.[NH2:59][C:60]1[CH:64]=[C:63](C(C)(C)C)[O:62][N:61]=1.CC(C)([O-])C.[Na+]. Product: [C:18]([C:60]1([NH:59][C:2]2[CH:7]=[CH:6][C:5]([S:8]([NH:11][C:12]3[S:13][CH:14]=[CH:15][N:16]=3)(=[O:10])=[O:9])=[CH:4][CH:3]=2)[CH:64]=[CH:63][O:62][NH:61]1)([CH3:31])([CH3:19])[CH3:17]. The catalyst class is: 62. (10) Reactant: Br[CH:2]([C:5]([C:7]1[CH:8]=[N:9][N:10]([CH2:12][C:13]2[CH:18]=[CH:17][C:16]([O:19][CH3:20])=[CH:15][CH:14]=2)[CH:11]=1)=O)[C:3]#[N:4].[NH2:21][C:22]([NH2:24])=[S:23]. Product: [NH2:24][C:22]1[S:23][C:2]([C:3]#[N:4])=[C:5]([C:7]2[CH:8]=[N:9][N:10]([CH2:12][C:13]3[CH:18]=[CH:17][C:16]([O:19][CH3:20])=[CH:15][CH:14]=3)[CH:11]=2)[N:21]=1. The catalyst class is: 14.